This data is from Full USPTO retrosynthesis dataset with 1.9M reactions from patents (1976-2016). The task is: Predict the reactants needed to synthesize the given product. (1) Given the product [CH3:1][N:2]1[CH:6]=[C:5]([NH:7][C:8]([C:10]2[CH:15]=[CH:14][CH:13]=[C:12]([C:16]3[CH:17]=[N:18][N:19]([CH2:32][CH:31]=[CH2:30])[CH:20]=3)[N:11]=2)=[O:9])[C:4]([C:21](=[O:28])[NH:22][CH2:23][CH2:24][CH2:25][CH:26]=[CH2:27])=[N:3]1, predict the reactants needed to synthesize it. The reactants are: [CH3:1][N:2]1[CH:6]=[C:5]([NH:7][C:8]([C:10]2[CH:15]=[CH:14][CH:13]=[C:12]([C:16]3[CH:17]=[N:18][NH:19][CH:20]=3)[N:11]=2)=[O:9])[C:4]([C:21](=[O:28])[NH:22][CH2:23][CH2:24][CH2:25][CH:26]=[CH2:27])=[N:3]1.Br[CH2:30][CH:31]=[CH2:32].C([O-])([O-])=O.[Cs+].[Cs+]. (2) Given the product [NH2:1][C:2]1[C:7]([C:8]#[CH:9])=[CH:6][CH:5]=[CH:4][N:3]=1, predict the reactants needed to synthesize it. The reactants are: [NH2:1][C:2]1[C:7]([C:8]#[C:9][Si](C)(C)C)=[CH:6][CH:5]=[CH:4][N:3]=1.O1CCCC1.[F-].C([N+](CCCC)(CCCC)CCCC)CCC. (3) Given the product [Cl:1][C:2]1[CH:7]=[C:6]([O:8][CH3:9])[CH:5]=[C:4]([OH:10])[C:3]=1[C:12]([CH:14]1[CH2:16][CH2:15]1)=[O:13], predict the reactants needed to synthesize it. The reactants are: [Cl:1][C:2]1[CH:7]=[C:6]([O:8][CH3:9])[CH:5]=[C:4]([O:10]C)[C:3]=1[C:12]([CH:14]1[CH2:16][CH2:15]1)=[O:13].C(=O)=O.CC(C)=O.B(Br)(Br)Br.C(Cl)Cl.CO. (4) Given the product [ClH:28].[NH:7]1[CH:11]=[C:10]([C:12]2[N:17]3[CH:18]=[CH:19][N:20]=[C:16]3[CH:15]=[C:14]([C:21]([O:23][CH3:24])=[O:22])[N:13]=2)[CH:9]=[N:8]1, predict the reactants needed to synthesize it. The reactants are: C[Si](C)(C)CCOC[N:7]1[CH:11]=[C:10]([C:12]2[N:17]3[CH:18]=[CH:19][N:20]=[C:16]3[CH:15]=[C:14]([C:21]([O:23][CH3:24])=[O:22])[N:13]=2)[CH:9]=[N:8]1.C(Cl)[Cl:28].Cl.O1CCOCC1. (5) Given the product [C:28]1([S:34]([OH:37])(=[O:36])=[O:35])[CH:33]=[CH:32][CH:31]=[CH:30][CH:29]=1.[N:1]1[CH:6]=[CH:5][CH:4]=[CH:3][C:2]=1[O:7][CH2:8][C:9]1[CH:27]=[CH:26][C:12]([CH2:13][C:14]2[CH:18]=[C:17]([C:19]3[C:20]([NH2:25])=[N:21][CH:22]=[CH:23][CH:24]=3)[O:16][N:15]=2)=[CH:11][CH:10]=1, predict the reactants needed to synthesize it. The reactants are: [N:1]1[CH:6]=[CH:5][CH:4]=[CH:3][C:2]=1[O:7][CH2:8][C:9]1[CH:27]=[CH:26][C:12]([CH2:13][C:14]2[CH:18]=[C:17]([C:19]3[C:20]([NH2:25])=[N:21][CH:22]=[CH:23][CH:24]=3)[O:16][N:15]=2)=[CH:11][CH:10]=1.[C:28]1([S:34]([OH:37])(=[O:36])=[O:35])[CH:33]=[CH:32][CH:31]=[CH:30][CH:29]=1. (6) Given the product [C:1]1([S:7][C:8]2[CH:16]=[CH:17][CH:18]=[CH:13][N:14]=2)[CH:6]=[CH:5][CH:4]=[CH:3][CH:2]=1, predict the reactants needed to synthesize it. The reactants are: [C:1]1([S:7][C:8](Cl)(Cl)Cl)[CH:6]=[CH:5][CH:4]=[CH:3][CH:2]=1.Br[C:13]1[CH:18]=[CH:17][CH:16]=C[N:14]=1. (7) Given the product [O:72]=[C:69]1[NH:70][CH:71]=[C:66]([NH:65][C:28]([CH:9]2[CH:8]([C:4]3[CH:5]=[CH:6][CH:7]=[C:2]([Cl:1])[C:3]=3[F:31])[C:12]([C:15]3[CH:20]=[CH:19][C:18]([Cl:21])=[CH:17][C:16]=3[F:22])([C:13]#[N:14])[CH:11]([CH2:23][C:24]([CH3:25])([CH3:26])[CH3:27])[NH:10]2)=[O:30])[CH:67]=[CH:68]1, predict the reactants needed to synthesize it. The reactants are: [Cl:1][C:2]1[C:3]([F:31])=[C:4]([CH:8]2[C:12]([C:15]3[CH:20]=[CH:19][C:18]([Cl:21])=[CH:17][C:16]=3[F:22])([C:13]#[N:14])[CH:11]([CH2:23][C:24]([CH3:27])([CH3:26])[CH3:25])[NH:10][CH:9]2[C:28]([OH:30])=O)[CH:5]=[CH:6][CH:7]=1.CN(C(ON1N=NC2C=CC=NC1=2)=[N+](C)C)C.F[P-](F)(F)(F)(F)F.CCN(C(C)C)C(C)C.[NH2:65][C:66]1[CH:67]=[CH:68][C:69](=[O:72])[NH:70][CH:71]=1.